From a dataset of Reaction yield outcomes from USPTO patents with 853,638 reactions. Predict the reaction yield, written as a fraction of the theoretical maximum amount of product (1.0 means a 100% yield; for example, 0.34 means a 34% yield). (1) The reactants are Cl[C:2]1[N:7]=[C:6]([NH:8][C:9]2[N:14]=[CH:13][C:12]3[N:15]=[C:16]([CH3:21])[N:17]([CH:18]([CH3:20])[CH3:19])[C:11]=3[CH:10]=2)[CH:5]=[CH:4][N:3]=1.[N:22]1[CH:27]=[CH:26][CH:25]=[C:24](B(O)O)[CH:23]=1.ClCCl.C(=O)([O-])[O-].[Na+].[Na+].Cl. The catalyst is O.CO.C1C=CC(P(C2C=CC=CC=2)[C-]2C=CC=C2)=CC=1.C1C=CC(P(C2C=CC=CC=2)[C-]2C=CC=C2)=CC=1.Cl[Pd]Cl.[Fe+2].C(COC)OC. The product is [CH:18]([N:17]1[C:11]2[CH:10]=[C:9]([NH:8][C:6]3[CH:5]=[CH:4][N:3]=[C:2]([C:24]4[CH:23]=[N:22][CH:27]=[CH:26][CH:25]=4)[N:7]=3)[N:14]=[CH:13][C:12]=2[N:15]=[C:16]1[CH3:21])([CH3:20])[CH3:19]. The yield is 0.750. (2) The reactants are CCN(C(C)C)C(C)C.[N:10]1[CH:15]=[C:14]([C:16]2[CH:24]=[CH:23][C:19]([C:20]([OH:22])=O)=[CH:18][CH:17]=2)[CH:13]=[N:12][CH:11]=1.C1C=CC2N(O)N=NC=2C=1.CCN=C=NCCCN(C)C.Cl.[NH2:47][CH2:48][C:49]([N:51]1[CH2:56][CH2:55][N:54]([C:57](=[O:68])[C:58]2[CH:63]=[CH:62][CH:61]=[CH:60][C:59]=2[C:64]([F:67])([F:66])[F:65])[CH2:53][CH2:52]1)=[O:50]. The catalyst is CN(C=O)C.O. The product is [O:50]=[C:49]([N:51]1[CH2:52][CH2:53][N:54]([C:57](=[O:68])[C:58]2[CH:63]=[CH:62][CH:61]=[CH:60][C:59]=2[C:64]([F:67])([F:66])[F:65])[CH2:55][CH2:56]1)[CH2:48][NH:47][C:20](=[O:22])[C:19]1[CH:18]=[CH:17][C:16]([C:14]2[CH:13]=[N:12][CH:11]=[N:10][CH:15]=2)=[CH:24][CH:23]=1. The yield is 0.310. (3) The reactants are [C:1]([C:3]1[CH:8]=[CH:7][C:6]([C@@H:9]2[C:14]([C:15]#[N:16])=[C:13]([CH3:17])[N:12]([C:18]3[CH:23]=[CH:22][CH:21]=[C:20]([C:24]([F:27])([F:26])[F:25])[CH:19]=3)[C:11](=[O:28])[NH:10]2)=[C:5]([S:29]([CH3:32])(=[O:31])=[O:30])[CH:4]=1)#[N:2].[H-].[Na+].[C:35]1([CH3:45])[CH:40]=[CH:39][C:38]([S:41](Cl)(=[O:43])=[O:42])=[CH:37][CH:36]=1. The catalyst is C1COCC1. The product is [C:1]([C:3]1[CH:8]=[CH:7][C:6]([C@@H:9]2[C:14]([C:15]#[N:16])=[C:13]([CH3:17])[N:12]([C:18]3[CH:23]=[CH:22][CH:21]=[C:20]([C:24]([F:27])([F:26])[F:25])[CH:19]=3)[C:11](=[O:28])[N:10]2[S:41]([C:38]2[CH:39]=[CH:40][C:35]([CH3:45])=[CH:36][CH:37]=2)(=[O:43])=[O:42])=[C:5]([S:29]([CH3:32])(=[O:31])=[O:30])[CH:4]=1)#[N:2]. The yield is 0.960. (4) The reactants are [F:1][C:2]([F:18])([F:17])[C:3]1[CH:4]=[C:5]([CH2:13][CH2:14][CH2:15]O)[CH:6]=[C:7]([C:9]([F:12])([F:11])[F:10])[CH:8]=1.C(Br)(Br)(Br)[Br:20].C1(P(C2C=CC=CC=2)C2C=CC=CC=2)C=CC=CC=1. The catalyst is C(Cl)Cl.CCCCC.C([O-])(O)=O.[Na+]. The product is [F:1][C:2]([F:18])([F:17])[C:3]1[CH:4]=[C:5]([CH2:13][CH2:14][CH2:15][Br:20])[CH:6]=[C:7]([C:9]([F:12])([F:11])[F:10])[CH:8]=1. The yield is 0.740. (5) The reactants are [Cl:1][C:2]1[CH:3]=[C:4]([C:14]2([OH:21])[CH2:17][CH:16]([C:18]([OH:20])=O)[CH2:15]2)[CH:5]=[CH:6][C:7]=1[CH2:8][N:9]1[CH2:13][CH2:12][CH2:11][CH2:10]1.[NH:22]1[CH2:27][CH2:26][CH2:25][CH2:24][CH2:23]1.C(P1(=O)OP(CCC)(=O)OP(CCC)(=O)O1)CC.[OH-].[Na+]. The catalyst is CCOC(C)=O. The product is [Cl:1][C:2]1[CH:3]=[C:4]([C:14]2([OH:21])[CH2:17][CH:16]([C:18]([N:22]3[CH2:27][CH2:26][CH2:25][CH2:24][CH2:23]3)=[O:20])[CH2:15]2)[CH:5]=[CH:6][C:7]=1[CH2:8][N:9]1[CH2:13][CH2:12][CH2:11][CH2:10]1. The yield is 0.460. (6) The reactants are C([O-])([O-])=O.[Cs+].[Cs+].[Br:7][C:8]1[CH:13]=[CH:12][C:11]([C:14]2[C:18]3[CH2:19][N:20]([C:23](=[O:25])[CH3:24])[CH2:21][CH2:22][C:17]=3[NH:16][N:15]=2)=[CH:10][CH:9]=1.[CH2:26]([CH:28]1[O:30][CH2:29]1)Cl. The catalyst is CN(C=O)C.CCOC(C)=O. The product is [Br:7][C:8]1[CH:9]=[CH:10][C:11]([C:14]2[C:18]3[CH2:19][N:20]([C:23](=[O:25])[CH3:24])[CH2:21][CH2:22][C:17]=3[N:16]([CH2:26][CH:28]3[CH2:29][O:30]3)[N:15]=2)=[CH:12][CH:13]=1. The yield is 0.560. (7) The reactants are Cl[C:2](N(C)C)=C(C)C.[F:9][C:10]1[CH:29]=[CH:28][C:13]([CH2:14][O:15][CH2:16][C:17]([NH:19][CH2:20][CH2:21][CH2:22][CH2:23][CH2:24][C:25]([OH:27])=O)=[O:18])=[CH:12][CH:11]=1.COC1C=C(C=CC=1OC)CCNC1C=CC=CC=1NC(=O)CCCCCNC(=O)COCC1C=CC(F)=CC=1.[N+](=C)=[N-].[BrH:73].C(O)(=O)C. The catalyst is C(Cl)Cl.C(OCC)C. The product is [Br:73][CH2:2][C:25](=[O:27])[CH2:24][CH2:23][CH2:22][CH2:21][CH2:20][NH:19][C:17](=[O:18])[CH2:16][O:15][CH2:14][C:13]1[CH:12]=[CH:11][C:10]([F:9])=[CH:29][CH:28]=1. The yield is 0.810. (8) The reactants are C([NH:4][CH:5]([CH3:7])C)(C)C.[Li][CH2:9][CH2:10][CH2:11][CH3:12].[Li+].[CH3:14][CH:15]([N-:17]C(C)C)C.BrC(C(Br)(Cl)Cl)(Cl)Cl.[N:29]1[C:38]2[C:33](=[CH:34][CH:35]=[CH:36][CH:37]=2)[CH:32]=[CH:31][C:30]=1[CH2:39][CH2:40][NH2:41].[CH2:42]1[CH2:46][O:45][CH2:44][CH2:43]1. No catalyst specified. The product is [N:17]1[CH:15]=[CH:14][C:11]([C:12]2[C:42]3[C:46](=[O:45])[N:41]([CH2:40][CH2:39][C:30]4[CH:31]=[CH:32][C:33]5[C:38](=[CH:37][CH:36]=[CH:35][CH:34]=5)[N:29]=4)[CH2:44][C:43]=3[CH:7]=[CH:5][N:4]=2)=[CH:10][CH:9]=1. The yield is 0.133. (9) The product is [C:1]([C:3]1[CH:8]=[CH:7][C:6]([N:9]2[C@@H:13]3[CH2:14][CH2:15][CH2:16][CH2:17][C@H:12]3[N:11]([C:18]3[CH:26]=[CH:25][C:21]([C:22]([NH:38][O:37][CH2:36][CH:34]([CH3:35])[CH3:33])=[O:24])=[C:20]([F:27])[CH:19]=3)[C:10]2=[O:28])=[CH:5][C:4]=1[C:29]([F:30])([F:32])[F:31])#[N:2]. The reactants are [C:1]([C:3]1[CH:8]=[CH:7][C:6]([N:9]2[C@@H:13]3[CH2:14][CH2:15][CH2:16][CH2:17][C@H:12]3[N:11]([C:18]3[CH:26]=[CH:25][C:21]([C:22]([OH:24])=O)=[C:20]([F:27])[CH:19]=3)[C:10]2=[O:28])=[CH:5][C:4]=1[C:29]([F:32])([F:31])[F:30])#[N:2].[CH3:33][CH:34]([CH2:36][O:37][NH2:38])[CH3:35]. No catalyst specified. The yield is 0.390.